This data is from Catalyst prediction with 721,799 reactions and 888 catalyst types from USPTO. The task is: Predict which catalyst facilitates the given reaction. (1) Reactant: Cl[C:2]1[CH:7]=[C:6]([C:8]2[CH:13]=[CH:12][CH:11]=[CH:10][C:9]=2[F:14])[N:5]=[CH:4][N:3]=1.[CH2:15]([OH:19])[C:16]#[C:17][CH3:18].[H-].[Na+].O. Product: [F:14][C:9]1[CH:10]=[CH:11][CH:12]=[CH:13][C:8]=1[C:6]1[CH:7]=[C:2]([O:19][CH2:15][C:16]#[C:17][CH3:18])[N:3]=[CH:4][N:5]=1. The catalyst class is: 9. (2) Reactant: [CH:1]1([CH:7](O)[CH2:8][NH:9][C:10](=[O:16])[O:11][C:12]([CH3:15])([CH3:14])[CH3:13])[CH2:6][CH2:5][CH2:4][CH2:3][CH2:2]1.C1(P(C2C=CC=CC=2)C2C=CC=CC=2)C=CC=CC=1.[C:37]1(=[O:47])[NH:41][C:40](=[O:42])[C:39]2=[CH:43][CH:44]=[CH:45][CH:46]=[C:38]12. Product: [CH:1]1([CH:7]([N:41]2[C:37](=[O:47])[C:38]3[C:39](=[CH:43][CH:44]=[CH:45][CH:46]=3)[C:40]2=[O:42])[CH2:8][NH:9][C:10](=[O:16])[O:11][C:12]([CH3:15])([CH3:14])[CH3:13])[CH2:6][CH2:5][CH2:4][CH2:3][CH2:2]1. The catalyst class is: 1. (3) The catalyst class is: 23. Product: [N:23]1[CH:24]=[CH:25][CH:26]=[C:21]([CH2:20][N:1]2[CH2:12][CH2:11][N:10]([CH2:20][C:21]3[N:22]=[N:23][CH:24]=[CH:25][CH:26]=3)[CH2:9][CH2:8][N:7]([CH2:20][C:21]3[N:22]=[N:23][CH:24]=[CH:25][CH:26]=3)[CH2:6][CH2:5][N:4]([CH2:20][C:21]3[N:22]=[N:23][CH:24]=[CH:25][CH:26]=3)[CH2:3][CH2:2]2)[N:22]=1. Reactant: [NH:1]1[CH2:12][CH2:11][NH:10][CH2:9][CH2:8][NH:7][CH2:6][CH2:5][NH:4][CH2:3][CH2:2]1.C([O-])([O-])=O.[Cs+].[Cs+].Cl[CH2:20][C:21]1[N:22]=[N:23][CH:24]=[CH:25][CH:26]=1. (4) Reactant: [C:1]1([N:7]2[C:19]3[CH:18]=[CH:17][C:16](B4OC(C)(C)C(C)(C)O4)=[CH:15][C:14]=3[C:13]3[C:8]2=[CH:9][CH:10]=[CH:11][CH:12]=3)[CH:6]=[CH:5][CH:4]=[CH:3][CH:2]=1.[I:29][C:30]1[CH:35]=[CH:34][C:33](Br)=[CH:32][CH:31]=1.C(=O)([O-])[O-].[Na+].[Na+]. Product: [I:29][C:30]1[CH:35]=[CH:34][C:33]([C:16]2[CH:17]=[CH:18][C:19]3[N:7]([C:1]4[CH:6]=[CH:5][CH:4]=[CH:3][CH:2]=4)[C:8]4[C:13]([C:14]=3[CH:15]=2)=[CH:12][CH:11]=[CH:10][CH:9]=4)=[CH:32][CH:31]=1. The catalyst class is: 11. (5) Reactant: [CH3:1][C:2]1[CH:7]=[C:6]([CH3:8])[CH:5]=[CH:4][C:3]=1[C:9]1[CH:14]=[CH:13][CH:12]=[C:11]([C:15](OCC)=[O:16])[CH:10]=1.[H-].[Al+3].[Li+].[H-].[H-].[H-].O.O.O.O.O.O.O.O.O.O.[O-]S([O-])(=O)=O.[Na+].[Na+]. Product: [CH3:1][C:2]1[CH:7]=[C:6]([CH3:8])[CH:5]=[CH:4][C:3]=1[C:9]1[CH:14]=[CH:13][CH:12]=[C:11]([CH2:15][OH:16])[CH:10]=1. The catalyst class is: 7. (6) Reactant: C([O:3][C:4](=[O:36])[CH2:5][C:6]1[CH:11]=[CH:10][C:9]([C:12]2[CH:17]=[CH:16][C:15]([C:18]3[N:19]=[N:20][N:21]([CH3:35])[C:22]=3[NH:23][C:24]([O:26][C@@H:27]([C:29]3[CH:34]=[CH:33][CH:32]=[CH:31][CH:30]=3)[CH3:28])=[O:25])=[CH:14][CH:13]=2)=[CH:8][CH:7]=1)C.[OH-].[Li+]. Product: [CH3:35][N:21]1[C:22]([NH:23][C:24]([O:26][C@@H:27]([C:29]2[CH:30]=[CH:31][CH:32]=[CH:33][CH:34]=2)[CH3:28])=[O:25])=[C:18]([C:15]2[CH:16]=[CH:17][C:12]([C:9]3[CH:8]=[CH:7][C:6]([CH2:5][C:4]([OH:36])=[O:3])=[CH:11][CH:10]=3)=[CH:13][CH:14]=2)[N:19]=[N:20]1. The catalyst class is: 1.